Dataset: TCR-epitope binding with 47,182 pairs between 192 epitopes and 23,139 TCRs. Task: Binary Classification. Given a T-cell receptor sequence (or CDR3 region) and an epitope sequence, predict whether binding occurs between them. The epitope is LVLSVNPYV. The TCR CDR3 sequence is CASSFSGGLADTQYF. Result: 0 (the TCR does not bind to the epitope).